Task: Predict the reaction yield, written as a fraction of the theoretical maximum amount of product (1.0 means a 100% yield; for example, 0.34 means a 34% yield).. Dataset: Reaction yield outcomes from USPTO patents with 853,638 reactions The reactants are [NH2:1][C:2]1[CH:7]=[N:6][C:5]([C:8]#[N:9])=[CH:4][N:3]=1.CC(C)([O-])C.[Na+].[CH3:16][O:17][C:18]1[CH:34]=[CH:33][C:21]([CH2:22][N:23]2[C:31]3[CH:30]=[C:29](Br)[N:28]=[CH:27][C:26]=3[N:25]=[CH:24]2)=[CH:20][CH:19]=1. The catalyst is CN(C=O)C.C1(C)C=CC=CC=1.C([O-])(=O)C.[Pd+2].C([O-])(=O)C. The product is [CH3:16][O:17][C:18]1[CH:19]=[CH:20][C:21]([CH2:22][N:23]2[C:31]3[CH:30]=[C:29]([NH:1][C:2]4[N:3]=[CH:4][C:5]([C:8]#[N:9])=[N:6][CH:7]=4)[N:28]=[CH:27][C:26]=3[N:25]=[CH:24]2)=[CH:33][CH:34]=1. The yield is 0.400.